This data is from Forward reaction prediction with 1.9M reactions from USPTO patents (1976-2016). The task is: Predict the product of the given reaction. (1) Given the reactants NC1C=C(C([C:14]2[CH:19]=[CH:18][C:17]([O:20][CH3:21])=[C:16]([O:22][CH3:23])[CH:15]=2)=CC#N)C=CC=1OC.[Mg].[CH3:25][O:26][C:27]1[CH:28]=[C:29]([CH:32]=[CH:33][C:34]=1[N+:35]([O-:37])=[O:36])[CH:30]=[O:31], predict the reaction product. The product is: [CH3:25][O:26][C:27]1[CH:28]=[C:29]([CH:30]([C:14]2[CH:19]=[CH:18][C:17]([O:20][CH3:21])=[C:16]([O:22][CH3:23])[CH:15]=2)[OH:31])[CH:32]=[CH:33][C:34]=1[N+:35]([O-:37])=[O:36]. (2) Given the reactants FC(F)(F)S(O[C:7]1[C:12]([C:13](=[O:15])[CH3:14])=[CH:11][C:10]([Cl:16])=[C:9]([CH3:17])[C:8]=1[C:18]1[CH:23]=[CH:22][N:21]=[CH:20][CH:19]=1)(=O)=O.O1CCOC[CH2:27]1.ClCCl.C[Zn]C.C1(C)C=CC=CC=1, predict the reaction product. The product is: [Cl:16][C:10]1[C:9]([CH3:17])=[C:8]([C:18]2[CH:23]=[CH:22][N:21]=[CH:20][CH:19]=2)[C:7]([CH3:27])=[C:12]([C:13](=[O:15])[CH3:14])[CH:11]=1.